From a dataset of Reaction yield outcomes from USPTO patents with 853,638 reactions. Predict the reaction yield, written as a fraction of the theoretical maximum amount of product (1.0 means a 100% yield; for example, 0.34 means a 34% yield). The reactants are [Br:1][C:2](Br)=[N:3][OH:4].[CH3:6][C:7](=[O:10])[C:8]#[CH:9].C(=O)([O-])[O-].[K+].[K+].Cl. The catalyst is C(Cl)Cl. The product is [Br:1][C:2]1[CH:9]=[C:8]([C:7](=[O:10])[CH3:6])[O:4][N:3]=1. The yield is 0.560.